This data is from Full USPTO retrosynthesis dataset with 1.9M reactions from patents (1976-2016). The task is: Predict the reactants needed to synthesize the given product. The reactants are: [NH2:1][CH2:2][CH2:3][N:4]1[CH:12]=[C:11]2[C:6]([N:7]=[C:8]([C:26]3[CH:31]=[CH:30][C:29]([F:32])=[CH:28][CH:27]=3)[C:9]([C:20]3[CH:25]=[CH:24][N:23]=[CH:22][CH:21]=3)=[C:10]2[C:13]2[CH:18]=[CH:17][C:16]([F:19])=[CH:15][CH:14]=2)=[N:5]1.[OH:33][CH2:34][C:35](O)=[O:36]. Given the product [F:19][C:16]1[CH:17]=[CH:18][C:13]([C:10]2[C:11]3[C:6](=[N:5][N:4]([CH2:3][CH2:2][NH:1][C:34](=[O:33])[CH2:35][OH:36])[CH:12]=3)[N:7]=[C:8]([C:26]3[CH:27]=[CH:28][C:29]([F:32])=[CH:30][CH:31]=3)[C:9]=2[C:20]2[CH:25]=[CH:24][N:23]=[CH:22][CH:21]=2)=[CH:14][CH:15]=1, predict the reactants needed to synthesize it.